This data is from Full USPTO retrosynthesis dataset with 1.9M reactions from patents (1976-2016). The task is: Predict the reactants needed to synthesize the given product. (1) Given the product [CH3:14][S:15][C:2]1[CH:9]=[CH:8][C:7]([C:10]([F:13])([F:12])[F:11])=[CH:6][C:3]=1[C:4]#[N:5], predict the reactants needed to synthesize it. The reactants are: F[C:2]1[CH:9]=[CH:8][C:7]([C:10]([F:13])([F:12])[F:11])=[CH:6][C:3]=1[C:4]#[N:5].[CH3:14][S-:15].[Na+].Cl. (2) Given the product [Cl:21][C:22]1[CH:23]=[CH:24][C:25]([O:30][CH2:2][C:3]([N:5]2[CH2:10][C@H:9]([CH3:11])[N:8]([CH2:12][C:13]3[CH:18]=[CH:17][C:16]([F:19])=[CH:15][CH:14]=3)[CH2:7][C@H:6]2[CH3:20])=[O:4])=[C:26]([CH:29]=1)[CH:27]=[O:28], predict the reactants needed to synthesize it. The reactants are: Cl[CH2:2][C:3]([N:5]1[CH2:10][CH:9]([CH3:11])[N:8]([CH2:12][C:13]2[CH:18]=[CH:17][C:16]([F:19])=[CH:15][CH:14]=2)[CH2:7][CH:6]1[CH3:20])=[O:4].[Cl:21][C:22]1[CH:29]=[C:26]([CH:27]=[O:28])[C:25]([OH:30])=[CH:24][CH:23]=1.C(=O)([O-])[O-].[K+].[K+].[I-].[K+]. (3) Given the product [NH2:1][C:2]([C:9]1[S:10][CH:11]=[CH:12][CH:13]=1)([CH3:8])[CH2:3][OH:4], predict the reactants needed to synthesize it. The reactants are: [NH2:1][C:2]([C:9]1[S:10][CH:11]=[CH:12][CH:13]=1)([CH3:8])[C:3](OCC)=[O:4].[BH4-].[Na+]. (4) Given the product [CH3:1][CH:2]1[CH2:6][CH2:5][CH2:4][N:3]1[CH2:7][CH2:8][CH2:9][O:10][C:11]1[CH:16]=[CH:15][C:14]([C:17]2[S:18][C:19]3[CH2:25][CH2:24][CH:23]([NH2:26])[CH2:22][C:20]=3[N:21]=2)=[CH:13][CH:12]=1, predict the reactants needed to synthesize it. The reactants are: [CH3:1][CH:2]1[CH2:6][CH2:5][CH2:4][N:3]1[CH2:7][CH2:8][CH2:9][O:10][C:11]1[CH:16]=[CH:15][C:14]([C:17]2[S:18][C:19]3[CH2:25][CH2:24][CH:23]([NH:26]C(=O)OCC4C=CC=CC=4)[CH2:22][C:20]=3[N:21]=2)=[CH:13][CH:12]=1.O. (5) The reactants are: [NH:1]1[CH:5]=[CH:4][N:3]=[CH:2]1.[CH2:6](Cl)[C:7]1[CH:12]=[CH:11][CH:10]=[CH:9][CH:8]=1.[OH-].[K+]. Given the product [CH2:6]([N:1]1[CH:5]=[CH:4][N:3]=[CH:2]1)[C:7]1[CH:12]=[CH:11][CH:10]=[CH:9][CH:8]=1, predict the reactants needed to synthesize it. (6) Given the product [OH:12][C:4]1[CH:5]=[C:6]2[C:10](=[C:2]([CH3:1])[CH:3]=1)[NH:9][CH:8]=[CH:7]2, predict the reactants needed to synthesize it. The reactants are: [CH3:1][C:2]1[CH:3]=[CH:4][CH:5]=[C:6]2[C:10]=1[NH:9][CH2:8][CH2:7]2.P([O-])([O-])([O-])=[O:12]. (7) Given the product [C:30]1([S:27]([C:21]([CH:18]2[CH2:17][CH2:16][C:15]3[C:14]4[C:9](=[CH:10][CH:11]=[C:12]([Cl:36])[CH:13]=4)[NH:8][C:20]=3[CH2:19]2)([F:26])[C:22]([N:23]([CH2:40][C:41]2[CH:46]=[CH:45][CH:44]=[CH:43][CH:42]=2)[CH3:24])=[O:25])(=[O:28])=[O:29])[CH:31]=[CH:32][CH:33]=[CH:34][CH:35]=1, predict the reactants needed to synthesize it. The reactants are: C(OC([N:8]1[C:20]2[CH2:19][CH:18]([C:21]([S:27]([C:30]3[CH:35]=[CH:34][CH:33]=[CH:32][CH:31]=3)(=[O:29])=[O:28])([F:26])[C:22](=[O:25])[NH:23][CH3:24])[CH2:17][CH2:16][C:15]=2[C:14]2[C:9]1=[CH:10][CH:11]=[C:12]([Cl:36])[CH:13]=2)=O)(C)(C)C.[H-].[Na+].Br[CH2:40][C:41]1[CH:46]=[CH:45][CH:44]=[CH:43][CH:42]=1. (8) Given the product [C:23]([C@@H:21]([NH:22][C:2]1[C:11]([C:12]([OH:14])=[O:13])=[CH:10][C:9]2[C:4](=[CH:5][CH:6]=[C:7]([Cl:15])[CH:8]=2)[N:3]=1)[CH2:20][C:19]1[CH:26]=[CH:27][C:28]([OH:29])=[C:17]([OH:16])[CH:18]=1)([OH:25])=[O:24], predict the reactants needed to synthesize it. The reactants are: Cl[C:2]1[C:11]([C:12]([OH:14])=[O:13])=[CH:10][C:9]2[C:4](=[CH:5][CH:6]=[C:7]([Cl:15])[CH:8]=2)[N:3]=1.[OH:16][C:17]1[CH:18]=[C:19]([CH:26]=[CH:27][C:28]=1[OH:29])[CH2:20][C@@H:21]([C:23]([OH:25])=[O:24])[NH2:22]. (9) Given the product [ClH:1].[Cl:1][C:2]1[C:3]([CH3:38])=[C:4]([NH:8][C:9]([C:11]2[C:19]3[N:18]=[C:17]([NH:20][CH2:21][C:22]([OH:24])=[O:23])[NH:16][C:15]=3[CH:14]=[C:13]([NH:25][C:26]([C:28]3[CH:33]=[CH:32][CH:31]=[CH:30][C:29]=3[C:34]([F:35])([F:36])[F:37])=[O:27])[CH:12]=2)=[O:10])[CH:5]=[CH:6][CH:7]=1, predict the reactants needed to synthesize it. The reactants are: [Cl:1][C:2]1[C:3]([CH3:38])=[C:4]([NH:8][C:9]([C:11]2[C:19]3[N:18]=[C:17]([NH:20][CH2:21][C:22]([OH:24])=[O:23])[NH:16][C:15]=3[CH:14]=[C:13]([NH:25][C:26]([C:28]3[CH:33]=[CH:32][CH:31]=[CH:30][C:29]=3[C:34]([F:37])([F:36])[F:35])=[O:27])[CH:12]=2)=[O:10])[CH:5]=[CH:6][CH:7]=1.Cl.CCO. (10) Given the product [S:14]([NH2:1])([NH2:15])(=[O:17])=[O:16].[NH2:1][C:2]1[CH:9]=[CH:8][CH:7]=[C:6]([NH:10][CH:11]([CH3:13])[CH3:12])[C:3]=1[C:4]#[N:5], predict the reactants needed to synthesize it. The reactants are: [NH2:1][C:2]1[CH:9]=[CH:8][CH:7]=[C:6]([NH:10][CH:11]([CH3:13])[CH3:12])[C:3]=1[C:4]#[N:5].[S:14](Cl)(=[O:17])(=[O:16])[NH2:15].